Dataset: Experimentally validated miRNA-target interactions with 360,000+ pairs, plus equal number of negative samples. Task: Binary Classification. Given a miRNA mature sequence and a target amino acid sequence, predict their likelihood of interaction. (1) The miRNA is hsa-miR-4455 with sequence AGGGUGUGUGUGUUUUU. The protein sequence of the target gene is MARAAGARGPAGWCRRRGRCGRGTLLAFAAWTAGWVLAAALLLRAHPGVLSERCTDEKSRRILAALCQDYQGGTLAGDLCEDLCVAGELLFQRCLHYNRGKKVLQADWRGRPVVLKSKEEAFSSFPPLSLLEEEAGEGGQDMPEAELLLMVAGEVKSALGLELSNSSLGPWWPGRRGPRWRGQLASLWALLQQEEYVYFSLLQDLSPHVLPVLGSCGHFYAVEFLAAGSPHHRALFPLDRAPGAPGGGQAKAISDIALSFLDMVNHFDSDFSHRLHLCDIKPENFAIRSDFTVVAIDVDM.... Result: 1 (interaction). (2) The miRNA is hsa-miR-3612 with sequence AGGAGGCAUCUUGAGAAAUGGA. The protein sequence of the target gene is MEEFLQRAKSKLDRSKQLEQVHAVIGPKSCDLDSLISAFTYAYFLDKVSPPGVLCLPVLNIPRTEFNYFTETRFILEELNIPESFHIFRDEINLHQLNDEGKLSITLVGSHVLGSEDRTLESAVVRVINPGEQSDGELGFPETSSSLVLKELLREAPELITQQLAHLLRGSILFTWMSMDPELPEKQEEILSILEEQFPNLPPRDDIINVLQESQLSAQGLSLEQTMLKDLKELSDGEIKVAISTVNMTLEDYLLHGNITSDLKAFTDKFGFDVLILISSFTWEEQQRQQIAVYSQNLEL.... Result: 0 (no interaction). (3) The miRNA is mmu-miR-331-3p with sequence GCCCCUGGGCCUAUCCUAGAA. The protein sequence of the target gene is MAPKKAKKRAGGANSNVFSMFEQTQIQEFKEAFTIMDQNRDGFIDKNDLRDTFAALGRVNVKNEEIDEMIKEAPGPINFTVFLTMFGEKLKGADPEETILNAFKVFDPEGKGVLKADYVREMLTTQAERFSKEEVDQMFAAFPPDVTGNLDYKNLVHIITHGEEKD. Result: 0 (no interaction). (4) The miRNA is mmu-miR-471-5p with sequence UACGUAGUAUAGUGCUUUUCAC. The protein sequence of the target gene is MGAGALALGASEPCNLSSAAPLPDGAATAARLLVLASPPASLLPPASEGSAPLSQQWTAGMGLLLALIVLLIVVGNVLVIVAIAKTPRLQTLTNLFIMSLASADLVMGLLVVPFGATIVVWGRWEYGSFFCELWTSVDVLCVTASIETLCVIALDRYLAITLPFRYQSLLTRARARALVCTVWAISALVSFLPILMHWWRAESDEARRCYNDPKCCDFVTNRAYAIASSVVSFYVPLCIMAFVYLRVFREAQKQVKKIDSCERRFLTGPPRPPSPAPSPSPGPPRPADSLANGRSSKRRP.... Result: 0 (no interaction). (5) The miRNA is hsa-miR-15b-5p with sequence UAGCAGCACAUCAUGGUUUACA. The protein sequence of the target gene is MGDREQLLQRARLAEQAERYDDMASAMKAVTELNEPLSNEDRNLLSVAYKNVVGARRSSWRVISSIEQKTMADGNEKKLEKVKAYREKIEKELETVCNDVLSLLDKFLIKNCNDFQYESKVFYLKMKGDYYRYLAEVASGEKKNSVVEASEAAYKEAFEISKEQMQPTHPIRLGLALNFSVFYYEIQNAPEQACLLAKQAFDDAIAELDTLNEDSYKDSTLIMQLLRDNLTLWTSDQQDEEAGEGN. Result: 1 (interaction). (6) The miRNA is mmu-miR-669b-5p with sequence AGUUUUGUGUGCAUGUGCAUGU. The protein sequence of the target gene is MVATCLQVVGFVTSFVGWIGVIVTTSTNDWVVTCGYTIPTCRKLDELGSKGLWADCVMATGLYHCKPLVDILILPGYVQACRALMIAASVLGLPAILLLLTVLPCIRMGQEPGVAKYRRAQLAGVLLILLALCALVATIWFPVCAHRETTIVSFGYSLYAGWIGAVLCLVGGCVILCCAGDAQAFGENRFYYTAGSSSPTHAKSAHV. Result: 0 (no interaction). (7) The protein sequence of the target gene is MANLFIRKMVNPLLYLSRHTVKPRALSTFLFGSIRGAAPVAVEPGAAVRSLLSPGLLPHLLPALGFKNKTVLKKRCKDCYLVKRRGRWYVYCKTHPRHKQRQM. Result: 1 (interaction). The miRNA is hsa-miR-652-3p with sequence AAUGGCGCCACUAGGGUUGUG. (8) The miRNA is mmu-miR-214-3p with sequence ACAGCAGGCACAGACAGGCAGU. The protein sequence of the target gene is MGLARALRRLSGALDSGDSRAGDEEEAGPGLCRNGWAPAPVQSPVGRRRGRFVKKDGHCNVRFVNLGGQGARYLSDLFTTCVDVRWRWMCLLFSCSFLASWLLFGLAFWLIASLHGDLAAPPPPAPCFSHVASFLAAFLFALETQTSIGYGVRSVTEECPAAVAAVVLQCIAGCVLDAFVVGAVMAKMAKPKKRNETLVFSENAVVALRDHRLCLMWRVGNLRRSHLVEAHVRAQLLQPRVTPEGEYIPLDHQDVDVGFDGGTDRIFLVSPITIVHEIDSASPLYELGRAELARADFELV.... Result: 0 (no interaction).